From a dataset of Orexin1 receptor HTS with 218,158 compounds and 233 confirmed actives. Binary Classification. Given a drug SMILES string, predict its activity (active/inactive) in a high-throughput screening assay against a specified biological target. (1) The molecule is Clc1cc2c(n3nc4c(c3OC2)ccc(C(=O)N2CCOCC2)c4)cc1. The result is 0 (inactive). (2) The drug is O=C(Nn1cnnc1)c1c(c2ccccc2)cccc1. The result is 0 (inactive). (3) The result is 0 (inactive). The compound is Fc1c(C(=O)N2CCN(CC2)Cc2cc3OCOc3cc2)c(F)c(F)c(F)c1F. (4) The molecule is Clc1nc2[nH]ccc2c(Oc2cc(NC(=O)C=C)ccc2)c1. The result is 0 (inactive). (5) The molecule is FC(F)(F)c1cc(N2CCN(CC2)C(=O)Nc2cc3OCOc3cc2)ccc1. The result is 0 (inactive). (6) The compound is o1c2c(c(CN3CCN(CC3)C(OCC)=O)cc1=O)cc1c(CCC1)c2. The result is 0 (inactive). (7) The drug is FC(F)(F)c1cc(NC(=O)CC(Cc2ccc(cc2)C)C(O)=O)ccc1. The result is 0 (inactive).